Dataset: Forward reaction prediction with 1.9M reactions from USPTO patents (1976-2016). Task: Predict the product of the given reaction. (1) Given the reactants C(C1S[C:8]([NH:10][C:11]2[CH:16]=[CH:15][C:14]([S:17]([NH:20][C:21]3[S:22][CH:23]=[CH:24][N:25]=3)(=[O:19])=[O:18])=[CH:13][CH:12]=2)=NC=1C)(C)(C)C.C(C1SC(N[C:37]2[CH:42]=[CH:41][C:40](S(NC3SC=CN=3)(=O)=O)=[C:39](F)[CH:38]=2)=NC=1C)(C)(C)C.C(N1C(NC2C=CC(S(NC3SC=CN=3)(=O)=O)=C(F)C=2)=[CH:61][C:60]([CH2:80]C2C=CC(Cl)=CC=2)=N1)(C)(C)C.O=[C:89]1CC2C(=CC=C(S(NC3SC=CN=3)(=O)=O)C=2)[N:90]1C1SC=C(CC2C=CC(C(F)(F)F)=CC=2)N=1.C1(C2C=CN=C(NC3C=CC(S(NC4SC=CN=4)(=O)=O)=C(F)C=3)N=2)CC1.ClC1C=CC(CC2C=C(NC3C=NC(S(NC4SC=CN=4)(=O)=O)=NC=3)N(C)N=2)=CC=1.C(C1N=C(NC2CC3C(=CC=C(S(NC4SC=CN=4)(=O)=O)C=3F)C2)SC=1)(C)(C)C.FC1C(S(NC2SC=CN=2)(=O)=O)=CC=C2C=1C(=O)C(NC1SC=C(CC(C)(C)C)N=1)C2.FC1C=CC(CC2C=C(N3CCC4C(=CC(S(NC5SC=CN=5)(=O)=O)=CC=4)C3)ON=2)=CC=1.FC1C=CC(CC2C=C(N3CC(=O)C4C(=CC(S(NC5SC=CN=5)(=O)=O)=CC=4)C3)ON=2)=CC=1.C1(C2N=C(N(C3C=CC(S(=O)(=O)NC4SC=CN=4)=CC=3)CC(N)=O)SC=2)CC1, predict the reaction product. The product is: [C:37]1([CH2:61][CH2:60][CH2:80][CH2:8][N:10]2[C:11]3[C:12](=[CH:13][C:14]([S:17]([NH:20][C:21]4[S:22][CH:23]=[CH:24][N:25]=4)(=[O:18])=[O:19])=[CH:15][CH:16]=3)[CH:89]=[N:90]2)[CH:38]=[CH:39][CH:40]=[CH:41][CH:42]=1. (2) Given the reactants C1N=CN([C:6]([N:8]2[CH:12]=N[CH:10]=[CH:9]2)=[O:7])C=1.[F:13][C:14]1[CH:19]=[CH:18][C:17]([N:20]2[CH2:25][CH2:24][NH:23][CH2:22][CH2:21]2)=[CH:16][CH:15]=1.[CH2:26]([O:28][C:29]([C:31]1([C:37]2[CH:42]=[CH:41][C:40]([F:43])=[CH:39][CH:38]=2)CCNC[CH2:32]1)=[O:30])[CH3:27], predict the reaction product. The product is: [CH2:26]([O:28][C:29]([C:31]1([C:37]2[CH:38]=[CH:39][C:40]([F:43])=[CH:41][CH:42]=2)[CH2:10][CH2:9][N:8]([C:6]([N:23]2[CH2:24][CH2:25][N:20]([C:17]3[CH:16]=[CH:15][C:14]([F:13])=[CH:19][CH:18]=3)[CH2:21][CH2:22]2)=[O:7])[CH2:12][CH2:32]1)=[O:30])[CH3:27]. (3) Given the reactants Br[CH2:2][C:3]1[CH:4]=[C:5]2[C:10](=[CH:11][CH:12]=1)[C:9]([CH3:14])([CH3:13])[CH2:8][CH2:7][C:6]2([CH3:16])[CH3:15].Cl.[O:18]=[C:19]1[C:24]([C:25]([O:27][CH2:28][CH3:29])=[O:26])=[CH:23][CH:22]=[CH:21][NH:20]1.[H-].[Na+], predict the reaction product. The product is: [O:18]=[C:19]1[C:24]([C:25]([O:27][CH2:28][CH3:29])=[O:26])=[CH:23][CH:22]=[CH:21][N:20]1[CH2:2][C:3]1[CH:12]=[CH:11][C:10]2[C:9]([CH3:14])([CH3:13])[CH2:8][CH2:7][C:6]([CH3:16])([CH3:15])[C:5]=2[CH:4]=1. (4) The product is: [NH2:22][C:17]1[N:16]=[C:15]([C:4]2[CH:3]=[C:2]([F:1])[C:7]([CH:8]=[O:9])=[C:6]([F:10])[CH:5]=2)[CH:20]=[C:19]([CH3:21])[N:18]=1. Given the reactants [F:1][C:2]1[CH:3]=[C:4](B(O)O)[CH:5]=[C:6]([F:10])[C:7]=1[CH:8]=[O:9].Cl[C:15]1[CH:20]=[C:19]([CH3:21])[N:18]=[C:17]([NH2:22])[N:16]=1.C([O-])(O)=O.[Na+], predict the reaction product. (5) Given the reactants CC(C)([O-])C.[K+].[Cl:7][C:8]1[C:13]([OH:14])=[CH:12][CH:11]=[CH:10][N:9]=1.[CH2:15](Cl)[O:16][CH3:17], predict the reaction product. The product is: [Cl:7][C:8]1[C:13]([O:14][CH2:15][O:16][CH3:17])=[CH:12][CH:11]=[CH:10][N:9]=1. (6) The product is: [NH:22]([C:30]([O:32][C:33]([CH3:35])([CH3:34])[CH3:36])=[O:31])[C@H:23]([C:27]([OH:29])=[O:28])[CH:24]([CH3:26])[CH3:25].[CH:1]1[N:9]([C@@H:10]2[O:14][C@H:13]([CH2:15][OH:16])[C@@H:12]([OH:17])[C@H:11]2[OH:18])[C:8]2[C:3](=[C:4]([NH2:19])[N:5]=[CH:6][N:7]=2)[C:2]=1[C:20]#[N:21]. Given the reactants [CH:1]1[N:9]([C@@H:10]2[O:14][C@H:13]([CH2:15][OH:16])[C@@H:12]([OH:17])[C@H:11]2[OH:18])[C:8]2[C:3](=[C:4]([NH2:19])[N:5]=[CH:6][N:7]=2)[C:2]=1[C:20]#[N:21].[NH:22]([C:30]([O:32][C:33]([CH3:36])([CH3:35])[CH3:34])=[O:31])[C@H:23]([C:27]([OH:29])=[O:28])[CH:24]([CH3:26])[CH3:25].CCN=C=NCCCN(C)C.Cl, predict the reaction product. (7) Given the reactants [CH2:1]([N:3]([C:31](=O)[C:32]1[CH:37]=[CH:36][C:35]([OH:38])=[CH:34][CH:33]=1)[C:4]1[CH:9]=[C:8]([O:10][CH3:11])[C:7]([O:12][CH3:13])=[CH:6][C:5]=1[C@@H:14]1[CH2:23][CH2:22][C:21]2[CH:20]=[C:19]([O:24]C(=O)C(C)(C)C)[CH:18]=[CH:17][C:16]=2[CH2:15]1)[CH3:2].Cl[CH2:41][C:42]([N:44]([CH3:51])[CH:45]1[CH2:50][CH2:49][O:48][CH2:47][CH2:46]1)=O, predict the reaction product. The product is: [CH2:1]([N:3]([CH2:31][C:32]1[CH:33]=[CH:34][C:35]([O:38][CH2:41][CH2:42][N:44]([CH3:51])[CH:45]2[CH2:50][CH2:49][O:48][CH2:47][CH2:46]2)=[CH:36][CH:37]=1)[C:4]1[CH:9]=[C:8]([O:10][CH3:11])[C:7]([O:12][CH3:13])=[CH:6][C:5]=1[C@@H:14]1[CH2:23][CH2:22][C:21]2[CH:20]=[C:19]([OH:24])[CH:18]=[CH:17][C:16]=2[CH2:15]1)[CH3:2].